Regression. Given two drug SMILES strings and cell line genomic features, predict the synergy score measuring deviation from expected non-interaction effect. From a dataset of NCI-60 drug combinations with 297,098 pairs across 59 cell lines. (1) Drug 1: CC(C1=C(C=CC(=C1Cl)F)Cl)OC2=C(N=CC(=C2)C3=CN(N=C3)C4CCNCC4)N. Drug 2: CN1C2=C(C=C(C=C2)N(CCCl)CCCl)N=C1CCCC(=O)O.Cl. Cell line: UACC62. Synergy scores: CSS=6.88, Synergy_ZIP=-1.46, Synergy_Bliss=1.26, Synergy_Loewe=-6.15, Synergy_HSA=0.934. (2) Drug 1: CC1=C(C(CCC1)(C)C)C=CC(=CC=CC(=CC(=O)O)C)C. Drug 2: CC1C(C(CC(O1)OC2CC(OC(C2O)C)OC3=CC4=CC5=C(C(=O)C(C(C5)C(C(=O)C(C(C)O)O)OC)OC6CC(C(C(O6)C)O)OC7CC(C(C(O7)C)O)OC8CC(C(C(O8)C)O)(C)O)C(=C4C(=C3C)O)O)O)O. Cell line: A498. Synergy scores: CSS=41.5, Synergy_ZIP=2.20, Synergy_Bliss=2.47, Synergy_Loewe=-24.9, Synergy_HSA=1.87. (3) Drug 2: C1=CC=C(C(=C1)C(C2=CC=C(C=C2)Cl)C(Cl)Cl)Cl. Drug 1: C1=CC(=C2C(=C1NCCNCCO)C(=O)C3=C(C=CC(=C3C2=O)O)O)NCCNCCO. Synergy scores: CSS=61.2, Synergy_ZIP=6.93, Synergy_Bliss=7.78, Synergy_Loewe=-47.1, Synergy_HSA=8.68. Cell line: SNB-75. (4) Drug 1: CC12CCC(CC1=CCC3C2CCC4(C3CC=C4C5=CN=CC=C5)C)O. Drug 2: CN(C)N=NC1=C(NC=N1)C(=O)N. Cell line: NCI-H226. Synergy scores: CSS=-2.26, Synergy_ZIP=0.282, Synergy_Bliss=0.0208, Synergy_Loewe=-4.87, Synergy_HSA=-2.92. (5) Synergy scores: CSS=22.6, Synergy_ZIP=1.32, Synergy_Bliss=2.02, Synergy_Loewe=-4.89, Synergy_HSA=1.57. Cell line: MALME-3M. Drug 1: CN(CC1=CN=C2C(=N1)C(=NC(=N2)N)N)C3=CC=C(C=C3)C(=O)NC(CCC(=O)O)C(=O)O. Drug 2: CCN(CC)CCCC(C)NC1=C2C=C(C=CC2=NC3=C1C=CC(=C3)Cl)OC. (6) Drug 1: CC(C1=C(C=CC(=C1Cl)F)Cl)OC2=C(N=CC(=C2)C3=CN(N=C3)C4CCNCC4)N. Drug 2: C1=CC(=CC=C1CCC2=CNC3=C2C(=O)NC(=N3)N)C(=O)NC(CCC(=O)O)C(=O)O. Cell line: HCT116. Synergy scores: CSS=45.3, Synergy_ZIP=-0.248, Synergy_Bliss=-4.10, Synergy_Loewe=-9.74, Synergy_HSA=-2.37. (7) Drug 1: CC12CCC(CC1=CCC3C2CCC4(C3CC=C4C5=CN=CC=C5)C)O. Drug 2: CC1=C(C=C(C=C1)NC(=O)C2=CC=C(C=C2)CN3CCN(CC3)C)NC4=NC=CC(=N4)C5=CN=CC=C5. Cell line: SNB-19. Synergy scores: CSS=0.787, Synergy_ZIP=0.618, Synergy_Bliss=-0.679, Synergy_Loewe=-4.19, Synergy_HSA=-3.27. (8) Drug 2: C1=NC2=C(N1)C(=S)N=C(N2)N. Synergy scores: CSS=32.3, Synergy_ZIP=1.79, Synergy_Bliss=4.74, Synergy_Loewe=-11.3, Synergy_HSA=2.43. Cell line: HS 578T. Drug 1: CC12CCC(CC1=CCC3C2CCC4(C3CC=C4C5=CN=CC=C5)C)O. (9) Drug 1: C#CCC(CC1=CN=C2C(=N1)C(=NC(=N2)N)N)C3=CC=C(C=C3)C(=O)NC(CCC(=O)O)C(=O)O. Drug 2: C1=NNC2=C1C(=O)NC=N2. Cell line: IGROV1. Synergy scores: CSS=6.56, Synergy_ZIP=-0.867, Synergy_Bliss=1.33, Synergy_Loewe=3.93, Synergy_HSA=1.21. (10) Drug 1: CC1C(C(CC(O1)OC2CC(OC(C2O)C)OC3=CC4=CC5=C(C(=O)C(C(C5)C(C(=O)C(C(C)O)O)OC)OC6CC(C(C(O6)C)O)OC7CC(C(C(O7)C)O)OC8CC(C(C(O8)C)O)(C)O)C(=C4C(=C3C)O)O)O)O. Drug 2: C1C(C(OC1N2C=NC(=NC2=O)N)CO)O. Cell line: MCF7. Synergy scores: CSS=45.3, Synergy_ZIP=-1.59, Synergy_Bliss=-0.428, Synergy_Loewe=-1.86, Synergy_HSA=-0.0426.